Task: Regression. Given a peptide amino acid sequence and an MHC pseudo amino acid sequence, predict their binding affinity value. This is MHC class II binding data.. Dataset: Peptide-MHC class II binding affinity with 134,281 pairs from IEDB (1) The peptide sequence is AGTNYNKTVASLMNA. The MHC is DRB1_1302 with pseudo-sequence DRB1_1302. The binding affinity (normalized) is 0.368. (2) The peptide sequence is MAATYNFAVLKLMGRFTKF. The MHC is DRB1_1501 with pseudo-sequence DRB1_1501. The binding affinity (normalized) is 0.770. (3) The peptide sequence is KKFEENEVDISVVVQDP. The MHC is DRB1_0801 with pseudo-sequence DRB1_0801. The binding affinity (normalized) is 0.280. (4) The peptide sequence is PSAEFRRTAPPSLYG. The MHC is DRB5_0101 with pseudo-sequence DRB5_0101. The binding affinity (normalized) is 0.739. (5) The peptide sequence is DCSEYPKPDCTAEDR. The MHC is HLA-DQA10301-DQB10302 with pseudo-sequence HLA-DQA10301-DQB10302. The binding affinity (normalized) is 0.139. (6) The peptide sequence is SLLWNGPMAVSMTGVK. The MHC is HLA-DQA10201-DQB10402 with pseudo-sequence HLA-DQA10201-DQB10402. The binding affinity (normalized) is 0.339.